This data is from Forward reaction prediction with 1.9M reactions from USPTO patents (1976-2016). The task is: Predict the product of the given reaction. (1) The product is: [Cl:1][CH2:22][CH:20]([OH:21])[CH2:19][O:18][C:5]1[CH:4]=[C:3]([OH:2])[C:16]2[C:15](=[O:17])[C:14]3[C:9]([O:8][C:7]=2[CH:6]=1)=[CH:10][CH:11]=[CH:12][CH:13]=3. Given the reactants [ClH:1].[OH:2][C:3]1[C:16]2[C:15](=[O:17])[C:14]3[C:9](=[CH:10][CH:11]=[CH:12][CH:13]=3)[O:8][C:7]=2[CH:6]=[C:5]([O:18][CH2:19][CH:20]2[CH2:22][O:21]2)[CH:4]=1, predict the reaction product. (2) Given the reactants [C:1]([O:5][C:6](=[O:15])[NH:7][C:8]1[CH:9]=[N:10][CH:11]=[C:12](I)[CH:13]=1)([CH3:4])([CH3:3])[CH3:2].[NH2:16][C:17]1[N:22]=[CH:21][C:20]([C:23]#[CH:24])=[CH:19][N:18]=1.CCN(CC)CC, predict the reaction product. The product is: [C:1]([O:5][C:6](=[O:15])[NH:7][C:8]1[CH:9]=[N:10][CH:11]=[C:12]([C:24]#[C:23][C:20]2[CH:19]=[N:18][C:17]([NH2:16])=[N:22][CH:21]=2)[CH:13]=1)([CH3:4])([CH3:3])[CH3:2]. (3) Given the reactants [Cl:1][C:2]1[C:10]2[C:5](=[CH:6][C:7]([C:11]([NH:13][CH:14]([CH2:24][CH2:25][CH2:26][CH3:27])[CH2:15][O:16][CH2:17][CH:18]3[CH2:23][CH2:22][NH:21][CH2:20][CH2:19]3)=[O:12])=[CH:8][CH:9]=2)[NH:4][CH:3]=1.[CH3:28][C:29]([CH3:31])=O, predict the reaction product. The product is: [Cl:1][C:2]1[C:10]2[C:5](=[CH:6][C:7]([C:11]([NH:13][CH:14]([CH2:24][CH2:25][CH2:26][CH3:27])[CH2:15][O:16][CH2:17][CH:18]3[CH2:19][CH2:20][N:21]([CH:29]([CH3:31])[CH3:28])[CH2:22][CH2:23]3)=[O:12])=[CH:8][CH:9]=2)[NH:4][CH:3]=1. (4) Given the reactants [F:1][C:2]1[CH:8]=[CH:7][CH:6]=[CH:5][C:3]=1[NH2:4].C1(CN)CCCCC1.[O:17]=[C:18]1[C:26]2([CH2:30][O:29][C:28]3[CH:31]=[C:32]4[C:36](=[CH:37][C:27]2=3)[CH2:35][CH2:34][O:33]4)[C:25]2[C:20](=[CH:21][CH:22]=[CH:23][CH:24]=2)[N:19]1[CH2:38][C:39]1[CH:47]=[CH:46][CH:45]=[CH:44][C:40]=1[C:41](O)=[O:42].O=C1C2(COC3C=C4C(=CC2=3)CCO4)C2C(=CC=CC=2)N1CC1C=C(C=CC=1)C(O)=O.C(N)(=O)C1C=CC=CC=1, predict the reaction product. The product is: [F:1][C:2]1[CH:8]=[CH:7][CH:6]=[CH:5][C:3]=1[NH:4][C:41](=[O:42])[C:40]1[CH:44]=[CH:45][CH:46]=[CH:47][C:39]=1[CH2:38][N:19]1[C:20]2[C:25](=[CH:24][CH:23]=[CH:22][CH:21]=2)[C:26]2([CH2:30][O:29][C:28]3[CH:31]=[C:32]4[C:36](=[CH:37][C:27]2=3)[CH2:35][CH2:34][O:33]4)[C:18]1=[O:17]. (5) Given the reactants [CH3:1][C:2]1[CH:8]=[CH:7][C:5]([NH2:6])=[CH:4][C:3]=1[N:9]1[C:16]2[N:12]([N:13]=[C:14]([C:17]3[CH:18]=[N:19][CH:20]=[CH:21][CH:22]=3)[CH:15]=2)[CH:11]=[CH:10]1.[N:23]1([C:29]2[CH:30]=[C:31]([CH:35]=[C:36]([S:38]([F:43])([F:42])([F:41])([F:40])[F:39])[CH:37]=2)[C:32](O)=[O:33])[CH2:28][CH2:27][O:26][CH2:25][CH2:24]1.CN(C(ON1N=NC2C=CC=NC1=2)=[N+](C)C)C.F[P-](F)(F)(F)(F)F.CN1CCOCC1.[OH-].[Na+], predict the reaction product. The product is: [CH3:1][C:2]1[CH:8]=[CH:7][C:5]([NH:6][C:32](=[O:33])[C:31]2[CH:35]=[C:36]([S:38]([F:43])([F:39])([F:40])([F:41])[F:42])[CH:37]=[C:29]([N:23]3[CH2:28][CH2:27][O:26][CH2:25][CH2:24]3)[CH:30]=2)=[CH:4][C:3]=1[N:9]1[C:16]2[N:12]([N:13]=[C:14]([C:17]3[CH:18]=[N:19][CH:20]=[CH:21][CH:22]=3)[CH:15]=2)[CH:11]=[CH:10]1. (6) Given the reactants Br[C:2]1[CH:3]=[CH:4][C:5]([O:19][CH3:20])=[C:6]([C:8]2[O:9][C:10]3[C:11](=[C:13]([C:17]#[N:18])[CH:14]=[CH:15][CH:16]=3)[N:12]=2)[CH:7]=1.[B:21]1([B:21]2[O:25][C:24]([CH3:27])([CH3:26])[C:23]([CH3:29])([CH3:28])[O:22]2)[O:25][C:24]([CH3:27])([CH3:26])[C:23]([CH3:29])([CH3:28])[O:22]1.C(O[K])(C)=O, predict the reaction product. The product is: [CH3:20][O:19][C:5]1[CH:4]=[CH:3][C:2]([B:21]2[O:25][C:24]([CH3:27])([CH3:26])[C:23]([CH3:29])([CH3:28])[O:22]2)=[CH:7][C:6]=1[C:8]1[O:9][C:10]2[C:11](=[C:13]([C:17]#[N:18])[CH:14]=[CH:15][CH:16]=2)[N:12]=1. (7) The product is: [CH3:13][N:12]([CH2:11][C:3]1[N:2]([CH3:1])[C:10]2[C:5]([CH:4]=1)=[CH:6][CH:7]=[CH:8][CH:9]=2)[C:21](=[O:24])[CH:22]=[CH2:23]. Given the reactants [CH3:1][N:2]1[C:10]2[C:5](=[CH:6][CH:7]=[CH:8][CH:9]=2)[CH:4]=[C:3]1[CH2:11][NH:12][CH3:13].CCN(CC)CC.[C:21](Cl)(=[O:24])[CH:22]=[CH2:23], predict the reaction product.